The task is: Predict the product of the given reaction.. This data is from Forward reaction prediction with 1.9M reactions from USPTO patents (1976-2016). (1) The product is: [CH3:35][CH:22]([O:26][C:6]1[CH:5]=[CH:13][C:12]([O:14][CH2:15][C:16]2[CH:17]=[CH:18][CH:19]=[CH:20][CH:21]=2)=[CH:11][C:7]=1[C:8]([NH:28][C:29]1[S:33][N:32]=[C:31]([CH3:34])[N:30]=1)=[O:10])[CH3:23]. Given the reactants CC(O[C:5]1[CH:6]=[C:7]([CH:11]=[C:12]([O:14][CH2:15][C:16]2[CH:21]=[CH:20][CH:19]=[CH:18][CH:17]=2)[CH:13]=1)[C:8]([OH:10])=O)C.[C:22](Cl)(=[O:26])[C:23](Cl)=O.[NH2:28][C:29]1[S:33][N:32]=[C:31]([CH3:34])[N:30]=1.[CH2:35](N(CC)CC)C, predict the reaction product. (2) Given the reactants [C:1]1([CH:7]([CH3:11])[C:8]([OH:10])=O)[CH:6]=[CH:5][CH:4]=[CH:3][CH:2]=1.C(Cl)(C(Cl)=O)=O.N1C=CC=CC=1.[CH3:24][C:25]1(C)[O:30]C(=O)[CH2:28][C:27](=O)[O:26]1, predict the reaction product. The product is: [O:10]=[C:8]([CH:7]([C:1]1[CH:2]=[CH:3][CH:4]=[CH:5][CH:6]=1)[CH3:11])[CH2:24][C:25]([O:26][CH2:27][CH3:28])=[O:30]. (3) Given the reactants O=S(Cl)[Cl:3].[N+:5]([C:8]1[C:16]2[C:11](=[CH:12][CH:13]=[C:14]([C:17](O)=[O:18])[CH:15]=2)[NH:10][C:9]=1[C:20]1[C:29](=[O:30])[NH:28][C:27]2[C:22](=[CH:23][CH:24]=[CH:25][CH:26]=2)[N:21]=1)([O-:7])=[O:6], predict the reaction product. The product is: [N+:5]([C:8]1[C:16]2[C:11](=[CH:12][CH:13]=[C:14]([C:17]([Cl:3])=[O:18])[CH:15]=2)[NH:10][C:9]=1[C:20]1[C:29](=[O:30])[NH:28][C:27]2[C:22](=[CH:23][CH:24]=[CH:25][CH:26]=2)[N:21]=1)([O-:7])=[O:6].